Task: Predict the reactants needed to synthesize the given product.. Dataset: Full USPTO retrosynthesis dataset with 1.9M reactions from patents (1976-2016) (1) Given the product [Cl:1][C:2]1[CH:3]=[CH:4][CH:5]=[C:6]2[C:10]=1[C:9](=[O:11])[N:8]([CH:12]([CH:18]([CH3:20])[CH3:19])[C:13]([OH:15])=[O:14])[CH2:7]2, predict the reactants needed to synthesize it. The reactants are: [Cl:1][C:2]1[CH:3]=[CH:4][CH:5]=[C:6]2[C:10]=1[C:9](=[O:11])[N:8]([CH:12]([CH:18]([CH3:20])[CH3:19])[C:13]([O:15]CC)=[O:14])[CH2:7]2.[OH-].[Na+]. (2) Given the product [O:36]=[C:7]1[CH:8]=[CH:9][C:10]([C:12](=[O:35])[NH:13][C:14]2[CH:15]=[N:16][C:17]([N:20]3[C:24]([C:25]([F:27])([F:28])[F:26])=[CH:23][C:22]([C:29]4[CH:30]=[N:31][CH:32]=[CH:33][CH:34]=4)=[N:21]3)=[CH:18][CH:19]=2)=[CH:11][N:6]1[CH2:5][C:4]([OH:37])=[O:3], predict the reactants needed to synthesize it. The reactants are: C([O:3][C:4](=[O:37])[CH2:5][N:6]1[CH:11]=[C:10]([C:12](=[O:35])[NH:13][C:14]2[CH:15]=[N:16][C:17]([N:20]3[C:24]([C:25]([F:28])([F:27])[F:26])=[CH:23][C:22]([C:29]4[CH:30]=[N:31][CH:32]=[CH:33][CH:34]=4)=[N:21]3)=[CH:18][CH:19]=2)[CH:9]=[CH:8][C:7]1=[O:36])C.[Li+].[OH-].Cl. (3) The reactants are: Br[C:2]1[CH:7]=[CH:6][C:5]([C:8]([C:19]2[CH:24]=[CH:23][CH:22]=[CH:21][CH:20]=2)=[C:9]2[CH2:14][C:13]([CH3:16])([CH3:15])[CH2:12][C:11]([CH3:18])([CH3:17])[CH2:10]2)=[CH:4][CH:3]=1.[CH3:25][N:26]1[CH:30]=[C:29](B2OC(C)(C)C(C)(C)O2)[CH:28]=[N:27]1.C([O-])([O-])=O.[Na+].[Na+]. Given the product [CH3:25][N:26]1[CH:30]=[C:29]([C:2]2[CH:3]=[CH:4][C:5]([C:8]([C:19]3[CH:20]=[CH:21][CH:22]=[CH:23][CH:24]=3)=[C:9]3[CH2:14][C:13]([CH3:16])([CH3:15])[CH2:12][C:11]([CH3:17])([CH3:18])[CH2:10]3)=[CH:6][CH:7]=2)[CH:28]=[N:27]1, predict the reactants needed to synthesize it. (4) Given the product [F:11][C:8]1[CH:7]=[CH:6][C:5]([CH:3]([OH:4])[CH:2]([NH:1][C:32](=[O:33])[CH2:31][CH2:30][CH2:29][C:23]2[CH:28]=[CH:27][CH:26]=[CH:25][CH:24]=2)[CH2:12][C:13]2[CH:18]=[CH:17][CH:16]=[C:15]([C:19]([F:22])([F:20])[F:21])[CH:14]=2)=[CH:10][CH:9]=1, predict the reactants needed to synthesize it. The reactants are: [NH2:1][CH:2]([CH2:12][C:13]1[CH:18]=[CH:17][CH:16]=[C:15]([C:19]([F:22])([F:21])[F:20])[CH:14]=1)[CH:3]([C:5]1[CH:10]=[CH:9][C:8]([F:11])=[CH:7][CH:6]=1)[OH:4].[C:23]1([CH2:29][CH2:30][CH2:31][C:32](O)=[O:33])[CH:28]=[CH:27][CH:26]=[CH:25][CH:24]=1.Cl.C(N=C=NCCCN(C)C)C.ON1C2C=CC=CC=2N=N1. (5) Given the product [CH3:20][C:6]1[N:5]=[CH:4][N:3]=[C:2]([NH:1][CH2:22][C:23]2[O:27][C:26]([C:28]([O:30][CH2:31][CH3:32])=[O:29])=[CH:25][CH:24]=2)[C:7]=1[C:8]#[C:9][C:10]1[CH:11]=[CH:12][C:13]([C:16]([F:19])([F:17])[F:18])=[CH:14][CH:15]=1, predict the reactants needed to synthesize it. The reactants are: [NH2:1][C:2]1[C:7]([C:8]#[C:9][C:10]2[CH:15]=[CH:14][C:13]([C:16]([F:19])([F:18])[F:17])=[CH:12][CH:11]=2)=[C:6]([CH3:20])[N:5]=[CH:4][N:3]=1.Cl[CH2:22][C:23]1[O:27][C:26]([C:28]([O:30][CH2:31][CH3:32])=[O:29])=[CH:25][CH:24]=1.C(=O)([O-])O.[Na+].